From a dataset of Reaction yield outcomes from USPTO patents with 853,638 reactions. Predict the reaction yield, written as a fraction of the theoretical maximum amount of product (1.0 means a 100% yield; for example, 0.34 means a 34% yield). (1) The reactants are [Cl:1][C:2]1[CH:25]=[C:24]([C:26]([F:29])([F:28])[F:27])[CH:23]=[CH:22][C:3]=1[CH2:4][N:5]1[C:9](/[CH:10]=[CH:11]/[C:12](O)=[O:13])=[CH:8][C:7]([O:15][CH:16]2[CH2:21][CH2:20][O:19][CH2:18][CH2:17]2)=[N:6]1.[CH2:30]([S:35]([NH2:38])(=[O:37])=[O:36])[CH2:31][CH2:32][CH2:33][CH3:34].N12CCCN=C1CCCCC2.Cl. The catalyst is CN(C)C=O.O. The product is [Cl:1][C:2]1[CH:25]=[C:24]([C:26]([F:29])([F:27])[F:28])[CH:23]=[CH:22][C:3]=1[CH2:4][N:5]1[C:9](/[CH:10]=[CH:11]/[C:12]([NH:38][S:35]([CH2:30][CH2:31][CH2:32][CH2:33][CH3:34])(=[O:37])=[O:36])=[O:13])=[CH:8][C:7]([O:15][CH:16]2[CH2:21][CH2:20][O:19][CH2:18][CH2:17]2)=[N:6]1. The yield is 0.480. (2) The reactants are [Cl:1][C:2]1[CH:7]=[CH:6][N:5]=[C:4]2[CH:8]=[C:9]([CH:11]=[N:12]O)[S:10][C:3]=12.CCOC(C)=O. The catalyst is C(OC(=O)C)(=O)C. The product is [Cl:1][C:2]1[CH:7]=[CH:6][N:5]=[C:4]2[CH:8]=[C:9]([C:11]#[N:12])[S:10][C:3]=12. The yield is 0.710. (3) The reactants are [F:1][C:2]1[CH:32]=[CH:31][C:5]([CH2:6][N:7]2[C:12](=[O:13])[C:11]([C:14]3[NH:19][C:18]4[CH:20]=[CH:21][C:22](I)=[CH:23][C:17]=4[S:16](=[O:26])(=[O:25])[N:15]=3)=[C:10]([OH:27])[C:9]3=[CH:28][CH:29]=[CH:30][N:8]23)=[CH:4][CH:3]=1.P([O-])([O-])([O-])=O.[K+].[K+].[K+].N(CC(O)=O)C.[CH3:47][NH:48][S:49]([CH3:52])(=[O:51])=[O:50]. The catalyst is CN(C)C=O.C(OCC)(=O)C.[Cu]I.C(OCC)C.CO. The product is [F:1][C:2]1[CH:32]=[CH:31][C:5]([CH2:6][N:7]2[C:12](=[O:13])[C:11]([C:14]3[NH:19][C:18]4[CH:20]=[CH:21][C:22]([N:48]([CH3:47])[S:49]([CH3:52])(=[O:51])=[O:50])=[CH:23][C:17]=4[S:16](=[O:26])(=[O:25])[N:15]=3)=[C:10]([OH:27])[C:9]3=[CH:28][CH:29]=[CH:30][N:8]23)=[CH:4][CH:3]=1. The yield is 0.650. (4) The reactants are [F:1][C:2]1[CH:7]=[CH:6][C:5]([C:8]#[N:9])=[CH:4][C:3]=1B(O)O.[CH2:13]([O:15][C:16]([CH:18]1[CH2:20][CH:19]1[C:21](SC1C=CC(C)=CC=1)=[O:22])=[O:17])[CH3:14].C(Cl)(Cl)Cl.O1C=CC=C1P(C1OC=CC=1)C1OC=CC=1. The catalyst is S1C=CC=C1C([O-])=O.[Cu+2].S1C=CC=C1C([O-])=O.C1C=CC(/C=C/C(/C=C/C2C=CC=CC=2)=O)=CC=1.C1C=CC(/C=C/C(/C=C/C2C=CC=CC=2)=O)=CC=1.C1C=CC(/C=C/C(/C=C/C2C=CC=CC=2)=O)=CC=1.[Pd].[Pd].O.C1COCC1. The product is [CH2:13]([O:15][C:16]([CH:18]1[CH2:20][CH:19]1[C:21](=[O:22])[C:3]1[CH:4]=[C:5]([C:8]#[N:9])[CH:6]=[CH:7][C:2]=1[F:1])=[O:17])[CH3:14]. The yield is 0.660. (5) The reactants are [CH3:1][CH:2]([OH:6])[CH2:3][CH2:4][CH3:5].[S:7](Cl)([C:10]1[CH:16]=[CH:15][C:13]([CH3:14])=[CH:12][CH:11]=1)(=[O:9])=[O:8].CCN(CC)CC. The product is [S:7]([C:10]1[CH:16]=[CH:15][C:13]([CH3:14])=[CH:12][CH:11]=1)([O:6][CH:2]([CH2:3][CH2:4][CH3:5])[CH3:1])(=[O:9])=[O:8]. The catalyst is CN(C1C=CN=CC=1)C. The yield is 0.920. (6) The reactants are [NH2:1][C:2]1[CH:3]=[C:4]([CH2:9][CH:10]([O:16][CH2:17][CH3:18])[C:11]([O:13][CH2:14][CH3:15])=[O:12])[CH:5]=[CH:6][C:7]=1[OH:8].[C:19]([O:23][C:24](O[C:24]([O:23][C:19]([CH3:22])([CH3:21])[CH3:20])=[O:25])=[O:25])([CH3:22])([CH3:21])[CH3:20].O. The catalyst is C1COCC1. The product is [C:19]([O:23][C:24]([NH:1][C:2]1[CH:3]=[C:4]([CH2:9][CH:10]([O:16][CH2:17][CH3:18])[C:11]([O:13][CH2:14][CH3:15])=[O:12])[CH:5]=[CH:6][C:7]=1[OH:8])=[O:25])([CH3:22])([CH3:21])[CH3:20]. The yield is 0.460. (7) The reactants are [CH2:1]([OH:3])[CH3:2].[C:4]1(=[O:9])[O:8][CH2:7][CH2:6][CH2:5]1.Cl.C1COCC1. The catalyst is CCOCC. The product is [CH2:1]([O:3][C:7](=[O:8])[CH2:6][CH2:5][CH2:4][OH:9])[CH3:2]. The yield is 0.762. (8) The product is [CH3:1][O:2][C:3]1[CH:4]=[CH:5][C:6]2[O:10][C:9]([CH:11]([NH:18][C:19]3[CH:20]=[CH:21][C:22]([C:25]([N:27]([CH3:35])[CH2:28][CH2:29][C:30]([O:32][CH2:33][CH3:34])=[O:31])=[O:26])=[CH:23][CH:24]=3)[CH2:12][CH2:13][CH2:14][CH2:15][S:49]([CH3:39])(=[O:52])=[O:50])=[C:8]([CH3:36])[C:7]=2[CH:37]=1. The yield is 0.370. The reactants are [CH3:1][O:2][C:3]1[CH:4]=[CH:5][C:6]2[O:10][C:9]([CH:11]([NH:18][C:19]3[CH:24]=[CH:23][C:22]([C:25]([N:27]([CH3:35])[CH2:28][CH2:29][C:30]([O:32][CH2:33][CH3:34])=[O:31])=[O:26])=[CH:21][CH:20]=3)[CH2:12][CH2:13][CH2:14][CH2:15]SC)=[C:8]([CH3:36])[C:7]=2[CH:37]=1.Cl[C:39]1C=CC=C(C(OO)=O)C=1.[S:49]([O-:52])([O-])=[O:50].[Na+].[Na+]. The catalyst is CC(C)=O. (9) The reactants are [CH2:1]([N:5]([CH2:9][CH2:10][OH:11])[CH2:6][CH2:7][OH:8])[CH2:2][CH2:3][CH3:4].C(N(CC)CC)C.Cl[C:20](Cl)([O:22]C(=O)OC(Cl)(Cl)Cl)Cl. The catalyst is C1COCC1. The product is [CH2:1]([N:5]1[CH2:6][CH2:7][O:8][C:20](=[O:22])[O:11][CH2:10][CH2:9]1)[CH2:2][CH2:3][CH3:4]. The yield is 0.820. (10) The reactants are [CH3:1][C:2]1([CH3:28])[C:6]([CH3:8])([CH3:7])[O:5][B:4]([C:9]2[CH:18]=[CH:17][C:16]3[C:11](=[CH:12][CH:13]=[C:14](B4OC(C)(C)C(C)(C)O4)[CH:15]=3)[CH:10]=2)[O:3]1.Br[C:30]1[CH:51]=[CH:50][C:33]2[NH:34][C:35]([C@@H:37]3[CH2:42][C@@H:41]4[C@@H:39]([CH2:40]4)[N:38]3[C:43]([O:45][C:46]([CH3:49])([CH3:48])[CH3:47])=[O:44])=[N:36][C:32]=2[CH:31]=1.C(=O)([O-])[O-].[Na+].[Na+]. The catalyst is COCCOC.O.C1C=CC([P]([Pd]([P](C2C=CC=CC=2)(C2C=CC=CC=2)C2C=CC=CC=2)([P](C2C=CC=CC=2)(C2C=CC=CC=2)C2C=CC=CC=2)[P](C2C=CC=CC=2)(C2C=CC=CC=2)C2C=CC=CC=2)(C2C=CC=CC=2)C2C=CC=CC=2)=CC=1. The product is [CH3:7][C:6]1([CH3:8])[C:2]([CH3:1])([CH3:28])[O:3][B:4]([C:9]2[CH:10]=[C:11]3[C:16](=[CH:17][CH:18]=2)[CH:15]=[C:14]([C:30]2[CH:51]=[CH:50][C:33]4[N:34]=[C:35]([C@@H:37]5[CH2:42][C@@H:41]6[C@@H:39]([CH2:40]6)[N:38]5[C:43]([O:45][C:46]([CH3:47])([CH3:48])[CH3:49])=[O:44])[NH:36][C:32]=4[CH:31]=2)[CH:13]=[CH:12]3)[O:5]1. The yield is 0.490.